Dataset: Catalyst prediction with 721,799 reactions and 888 catalyst types from USPTO. Task: Predict which catalyst facilitates the given reaction. (1) Reactant: [NH2:1][C@H:2]1[CH2:6][N:5]([C:7](OC(C)(C)C)=O)[C@@H:4]([CH2:14][O:15][C:16]2[CH:21]=[CH:20][C:19]([F:22])=[CH:18][CH:17]=2)[CH2:3]1.CC[N:25](C(C)C)C(C)C.[Br:32][C:33]1[CH:38]=[CH:37][C:36]([Br:39])=[CH:35][C:34]=1[S:40](Cl)(=[O:42])=[O:41].Cl.N#CBr.C(O)C(N)(CO)CO. Product: [Br:32][C:33]1[CH:38]=[CH:37][C:36]([Br:39])=[CH:35][C:34]=1[S:40]([NH:1][C@@H:2]1[CH2:3][C@H:4]([CH2:14][O:15][C:16]2[CH:17]=[CH:18][C:19]([F:22])=[CH:20][CH:21]=2)[N:5]([C:7]#[N:25])[CH2:6]1)(=[O:42])=[O:41]. The catalyst class is: 269. (2) Reactant: [CH:1]1([OH:5])[CH2:4][CH2:3][CH2:2]1.ClC(Cl)(O[C:10](=[O:16])OC(Cl)(Cl)Cl)Cl.CCN(CC)CC.[CH3:25][S:26]([C:29]1[CH:34]=[CH:33][C:32]([CH2:35][CH2:36][CH2:37][CH2:38][CH:39]2[CH2:44][CH2:43][NH:42][CH2:41][CH2:40]2)=[CH:31][CH:30]=1)(=[O:28])=[O:27]. Product: [CH:1]1([O:5][C:10]([N:42]2[CH2:41][CH2:40][CH:39]([CH2:38][CH2:37][CH2:36][CH2:35][C:32]3[CH:31]=[CH:30][C:29]([S:26]([CH3:25])(=[O:28])=[O:27])=[CH:34][CH:33]=3)[CH2:44][CH2:43]2)=[O:16])[CH2:4][CH2:3][CH2:2]1. The catalyst class is: 1. (3) Reactant: C1(C)C=CC=CC=1.[Cl:8][C:9]1[CH:10]=[C:11]([CH:16](Br)[C:17]([O:19][CH3:20])=[O:18])[CH:12]=[CH:13][C:14]=1[Cl:15].[C:22]([O-])(=[S:24])[CH3:23].[K+]. Product: [C:22]([CH:16]([C:11]1[CH:12]=[CH:13][C:14]([Cl:15])=[C:9]([Cl:8])[CH:10]=1)[C:17]([O:19][CH3:20])=[O:18])(=[S:24])[CH3:23]. The catalyst class is: 5.